Dataset: Full USPTO retrosynthesis dataset with 1.9M reactions from patents (1976-2016). Task: Predict the reactants needed to synthesize the given product. (1) Given the product [NH:19]1[C:20]2[C:25](=[CH:24][CH:23]=[CH:22][CH:21]=2)[CH:26]=[C:18]1[C:15]1[O:14][C:13]([NH:12][C:8]2[CH:7]=[C:6]([NH:5][S:2]([CH3:1])(=[O:3])=[O:4])[CH:11]=[CH:10][CH:9]=2)=[N:17][CH:16]=1, predict the reactants needed to synthesize it. The reactants are: [CH3:1][S:2]([NH:5][C:6]1[CH:7]=[C:8]([NH:12][C:13]2[O:14][C:15]([C:18]3[N:19](C(OC(C)(C)C)=O)[C:20]4[C:25]([CH:26]=3)=[CH:24][CH:23]=[CH:22][CH:21]=4)=[CH:16][N:17]=2)[CH:9]=[CH:10][CH:11]=1)(=[O:4])=[O:3].C(=O)([O-])[O-].[K+].[K+]. (2) Given the product [CH3:8][O:7][C:1]1[CH:6]=[CH:5][C:4]([C:11](=[O:12])[CH3:10])=[CH:3][CH:2]=1, predict the reactants needed to synthesize it. The reactants are: [C:1]1([O:7][CH3:8])[CH:6]=[CH:5][CH:4]=[CH:3][CH:2]=1.F[C:10](F)(F)[C:11](OC(=O)C(F)(F)F)=[O:12].C(=O)([O-])O.[Na+].